Dataset: Catalyst prediction with 721,799 reactions and 888 catalyst types from USPTO. Task: Predict which catalyst facilitates the given reaction. (1) Reactant: Cl[CH2:2][C:3]1[CH:4]=[C:5]([CH:20]=[CH:21][CH:22]=1)[O:6][CH2:7][C:8]1[N:9]=[C:10]([C:14]2[CH:19]=[CH:18][CH:17]=[CH:16][CH:15]=2)[O:11][C:12]=1[CH3:13].[OH:23][N:24]1[C:28](=[O:29])[C:27]2=[CH:30][CH:31]=[CH:32][CH:33]=[C:26]2[C:25]1=[O:34].C(=O)([O-])[O-].[K+].[K+].CN(C)C=O. Product: [CH3:13][C:12]1[O:11][C:10]([C:14]2[CH:19]=[CH:18][CH:17]=[CH:16][CH:15]=2)=[N:9][C:8]=1[CH2:7][O:6][C:5]1[CH:4]=[C:3]([CH:22]=[CH:21][CH:20]=1)[CH2:2][O:23][N:24]1[C:25](=[O:34])[C:26]2=[CH:33][CH:32]=[CH:31][CH:30]=[C:27]2[C:28]1=[O:29]. The catalyst class is: 6. (2) Product: [C:19]([CH2:20][CH2:21][N+:1]12[CH2:8][CH2:7][CH:4]([CH2:5][CH2:6]1)[CH2:3][CH2:2]2)([O-:23])=[O:22]. The catalyst class is: 96. Reactant: [N:1]12[CH2:8][CH2:7][CH:4]([CH2:5][CH2:6]1)[CH:3](O)[CH2:2]2.N12CCC(CC1)CC2O.[C:19]([OH:23])(=[O:22])[CH:20]=[CH2:21]. (3) Reactant: [CH2:1]([C:3]1[CH:4]=[CH:5][C:6]([CH2:9][CH2:10][OH:11])=[N:7][CH:8]=1)[CH3:2].[OH:12]O. Product: [CH3:2][CH2:1][C:3]1[CH:4]=[CH:5][C:6]([CH2:9][CH2:10][OH:11])=[N+:7]([O-:12])[CH:8]=1. The catalyst class is: 15. (4) Reactant: [CH3:1][C:2]1[CH:3]=[C:4]([CH:14]=[C:15]([N+:22]([O-])=O)[C:16]=1[NH:17][C:18](=O)[CH2:19][CH3:20])[O:5][CH2:6][CH2:7][CH2:8][C:9]([O:11][CH2:12][CH3:13])=[O:10]. Product: [CH2:19]([C:18]1[NH:22][C:15]2[CH:14]=[C:4]([O:5][CH2:6][CH2:7][CH2:8][C:9]([O:11][CH2:12][CH3:13])=[O:10])[CH:3]=[C:2]([CH3:1])[C:16]=2[N:17]=1)[CH3:20]. The catalyst class is: 447. (5) Reactant: C([NH:5][S:6]([C:9]1[CH:10]=[N:11][N:12]2[C:17]([NH:18][C:19]3[CH:24]=[CH:23][C:22]([F:25])=[CH:21][C:20]=3[CH3:26])=[C:16]([C:27]([N:29]3[CH2:34][CH2:33][CH:32]([C:35]4[CH:40]=[CH:39][CH:38]=[CH:37][CH:36]=4)[CH2:31][CH2:30]3)=[O:28])[CH:15]=[N:14][C:13]=12)(=[O:8])=[O:7])(C)(C)C.C1(OC)C=CC=CC=1. Product: [F:25][C:22]1[CH:23]=[CH:24][C:19]([NH:18][C:17]2[N:12]3[N:11]=[CH:10][C:9]([S:6]([NH2:5])(=[O:8])=[O:7])=[C:13]3[N:14]=[CH:15][C:16]=2[C:27]([N:29]2[CH2:34][CH2:33][CH:32]([C:35]3[CH:36]=[CH:37][CH:38]=[CH:39][CH:40]=3)[CH2:31][CH2:30]2)=[O:28])=[C:20]([CH3:26])[CH:21]=1. The catalyst class is: 55. (6) Reactant: [F:1][C:2]([F:7])([CH3:6])[C:3](O)=[O:4].F[P-](F)(F)(F)(F)F.N1(O[P+](N(C)C)(N(C)C)N(C)C)C2C=CC=CC=2N=N1.FC(F)(F)C(O)=O.[NH2:42][C@@H:43]([CH2:64][C:65]1[CH:70]=[CH:69][C:68]([CH:71]2[S:75](=[O:77])(=[O:76])[NH:74][C:73](=[O:78])[CH2:72]2)=[C:67]([F:79])[CH:66]=1)[C:44]([NH:46][CH2:47][CH2:48][CH2:49][CH2:50][CH2:51][O:52][C:53]1[CH:62]=[CH:61][CH:60]=[C:59]([OH:63])[C:54]=1[C:55]([O:57][CH3:58])=[O:56])=[O:45].C(N(CC)C(C)C)(C)C. Product: [F:1][C:2]([F:7])([CH3:6])[C:3]([NH:42][C@@H:43]([CH2:64][C:65]1[CH:70]=[CH:69][C:68]([CH:71]2[S:75](=[O:76])(=[O:77])[NH:74][C:73](=[O:78])[CH2:72]2)=[C:67]([F:79])[CH:66]=1)[C:44]([NH:46][CH2:47][CH2:48][CH2:49][CH2:50][CH2:51][O:52][C:53]1[CH:62]=[CH:61][CH:60]=[C:59]([OH:63])[C:54]=1[C:55]([O:57][CH3:58])=[O:56])=[O:45])=[O:4]. The catalyst class is: 3. (7) The catalyst class is: 95. Product: [F:1][C:2]1[C:3]([F:14])=[C:4]([F:13])[C:5]([C:6]([OH:8])=[O:7])=[CH:9][C:10]=1[C:11]([OH:16])=[O:12]. Reactant: [F:1][C:2]1[C:10]([CH2:11][OH:12])=[CH:9][C:5]([C:6]([OH:8])=[O:7])=[C:4]([F:13])[C:3]=1[F:14].[Mn]([O-])(=O)(=O)=[O:16].[K+].OS([O-])=O.[Na+].OS(O)(=O)=O.